Dataset: Full USPTO retrosynthesis dataset with 1.9M reactions from patents (1976-2016). Task: Predict the reactants needed to synthesize the given product. (1) The reactants are: [OH-].[K+].C([O:5][C:6](=[O:32])[C:7]1[C:12]([O:13][C:14]2[CH:19]=[CH:18][C:17]3[O:20][CH2:21][O:22][C:16]=3[CH:15]=2)=[CH:11][CH:10]=[CH:9][C:8]=1[O:23][C:24]1[CH:29]=[CH:28][CH:27]=[C:26]([O:30][CH3:31])[CH:25]=1)C. Given the product [CH2:21]1[O:20][C:17]2[CH:18]=[CH:19][C:14]([O:13][C:12]3[CH:11]=[CH:10][CH:9]=[C:8]([O:23][C:24]4[CH:29]=[CH:28][CH:27]=[C:26]([O:30][CH3:31])[CH:25]=4)[C:7]=3[C:6]([OH:32])=[O:5])=[CH:15][C:16]=2[O:22]1, predict the reactants needed to synthesize it. (2) Given the product [CH3:3][O:4][CH2:5][C@H:6]1[CH2:8][C@@H:7]1[CH2:9][O:10][CH2:12][C:13]1[CH:14]=[CH:15][C:16]([C@@H:19]2[C@@H:20]([O:36][CH2:37][C:48]3[CH:49]=[CH:50][C:51]4[O:56][CH2:55][CH2:54][N:53]([CH2:57][CH2:58][CH2:59][O:60][CH3:61])[C:52]=4[CH:62]=3)[CH2:21][NH:22][CH2:23][C@H:24]2[OH:25])=[CH:17][CH:18]=1, predict the reactants needed to synthesize it. The reactants are: [H-].[Na+].[CH3:3][O:4][CH2:5][C@H:6]1[CH2:8][C@@H:7]1[CH2:9][OH:10].Cl[CH2:12][C:13]1[CH:18]=[CH:17][C:16]([C@H:19]2[C@H:24]([O:25][Si](C(C)C)(C(C)C)C(C)C)[CH2:23][NH:22][CH2:21][C@@H:20]2[O:36][CH:37]([C:48]2[CH:49]=[CH:50][C:51]3[O:56][CH2:55][CH2:54][N:53]([CH2:57][CH2:58][CH2:59][O:60][CH3:61])[C:52]=3[CH:62]=2)S(C2C=CC(C)=CC=2)(=O)=O)=[CH:15][CH:14]=1.O. (3) Given the product [Br:1][C:2]1[CH:3]=[C:4]([S:12]([NH:17][CH3:16])(=[O:14])=[O:13])[CH:5]=[C:6]([C:8]([F:11])([F:10])[F:9])[CH:7]=1, predict the reactants needed to synthesize it. The reactants are: [Br:1][C:2]1[CH:3]=[C:4]([S:12](Cl)(=[O:14])=[O:13])[CH:5]=[C:6]([C:8]([F:11])([F:10])[F:9])[CH:7]=1.[CH3:16][NH2:17].